Dataset: Full USPTO retrosynthesis dataset with 1.9M reactions from patents (1976-2016). Task: Predict the reactants needed to synthesize the given product. (1) Given the product [Cl:2][C:3]1[CH:4]=[C:5]2[C:9](=[CH:10][CH:11]=1)[NH:8][CH:7]=[C:6]2[CH:12]1[CH2:17][CH2:16][N:15]([C:27]([C:24]2[CH:23]=[C:22]([CH2:21][C:20]3[CH:30]=[C:31]([F:34])[CH:32]=[CH:33][C:19]=3[F:18])[O:26][N:25]=2)=[O:28])[CH2:14][CH2:13]1, predict the reactants needed to synthesize it. The reactants are: Cl.[Cl:2][C:3]1[CH:4]=[C:5]2[C:9](=[CH:10][CH:11]=1)[NH:8][CH:7]=[C:6]2[CH:12]1[CH2:17][CH2:16][NH:15][CH2:14][CH2:13]1.[F:18][C:19]1[CH:33]=[CH:32][C:31]([F:34])=[CH:30][C:20]=1[CH2:21][C:22]1[O:26][N:25]=[C:24]([C:27](O)=[O:28])[CH:23]=1.F[P-](F)(F)(F)(F)F.C[N+](C)=C(N(C)C)ON1C2N=CC=CC=2N=N1.C(N(CC)C(C)C)(C)C. (2) Given the product [CH3:1][O:2][C:3](=[O:8])[CH:4]([CH2:13][C:14](=[O:15])[C:16]1[CH:21]=[CH:20][CH:19]=[CH:18][C:17]=1[O:22][C:23]([F:24])([F:25])[F:26])[C:5](=[O:7])[CH3:6], predict the reactants needed to synthesize it. The reactants are: [CH3:1][O:2][C:3](=[O:8])[CH2:4][C:5](=[O:7])[CH3:6].C[O-].[Na+].Br[CH2:13][C:14]([C:16]1[CH:21]=[CH:20][CH:19]=[CH:18][C:17]=1[O:22][C:23]([F:26])([F:25])[F:24])=[O:15]. (3) Given the product [ClH:17].[NH2:1][CH2:4][C:5]([C:7]1[CH:8]=[CH:9][C:10]2[NH:14][C:13](=[O:15])[NH:12][C:11]=2[CH:16]=1)=[O:6], predict the reactants needed to synthesize it. The reactants are: [N:1]([CH2:4][C:5]([C:7]1[CH:8]=[CH:9][C:10]2[NH:14][C:13](=[O:15])[NH:12][C:11]=2[CH:16]=1)=[O:6])=[N+]=[N-].[ClH:17].